Task: Predict the product of the given reaction.. Dataset: Forward reaction prediction with 1.9M reactions from USPTO patents (1976-2016) Given the reactants [CH2:1]([NH:8][C:9](=O)[C:10]1[CH:15]=[CH:14][CH:13]=[N:12][CH:11]=1)[C:2]1[CH:7]=[CH:6][CH:5]=[CH:4][CH:3]=1.P(Cl)(Cl)(Cl)(Cl)[Cl:18], predict the reaction product. The product is: [CH2:1]([N:8]=[C:9]([Cl:18])[C:10]1[CH:15]=[CH:14][CH:13]=[N:12][CH:11]=1)[C:2]1[CH:7]=[CH:6][CH:5]=[CH:4][CH:3]=1.